This data is from Reaction yield outcomes from USPTO patents with 853,638 reactions. The task is: Predict the reaction yield, written as a fraction of the theoretical maximum amount of product (1.0 means a 100% yield; for example, 0.34 means a 34% yield). The reactants are N([O-])=O.[Na+].[I:5][C:6]1[CH:7]=[C:8]([CH3:13])[C:9](N)=[N:10][CH:11]=1.[OH:14]S(O)(=O)=O.B(O)(O)O.[NH4+].[OH-]. No catalyst specified. The product is [I:5][C:6]1[CH:7]=[C:8]([CH3:13])[C:9]([OH:14])=[N:10][CH:11]=1. The yield is 0.830.